From a dataset of Reaction yield outcomes from USPTO patents with 853,638 reactions. Predict the reaction yield, written as a fraction of the theoretical maximum amount of product (1.0 means a 100% yield; for example, 0.34 means a 34% yield). (1) The reactants are I[C:2]1[CH:3]=[C:4]([C:20]([O:22]CC)=[O:21])[C:5](=[O:19])[N:6]([C:9]2[CH:14]=[CH:13][CH:12]=[C:11]([C:15]([F:18])([F:17])[F:16])[CH:10]=2)[C:7]=1[CH3:8].[CH:25]1(B(O)O)[CH2:27][CH2:26]1.P(C1CCCCC1)(C1CCCCC1)C1CCCCC1.[OH-].[Na+]. The catalyst is CCOC(C)=O.O.C1COCC1.CC([O-])=O.CC([O-])=O.[Pd+2].C1(C)C=CC=CC=1. The product is [CH:25]1([C:2]2[CH:3]=[C:4]([C:20]([OH:22])=[O:21])[C:5](=[O:19])[N:6]([C:9]3[CH:14]=[CH:13][CH:12]=[C:11]([C:15]([F:17])([F:16])[F:18])[CH:10]=3)[C:7]=2[CH3:8])[CH2:27][CH2:26]1. The yield is 0.330. (2) The reactants are [CH3:1][C:2]1[C:3](=O)[CH2:4][CH2:5][C:6]([CH3:9])([CH3:8])[CH:7]=1.[CH3:11]C(C)([O-])C.[K+].O1CCCC1. The catalyst is [Br-].C[P+](C1C=CC=CC=1)(C1C=CC=CC=1)C1C=CC=CC=1.C1(C)C=CC=CC=1. The product is [CH2:11]=[C:3]1[CH2:4][CH2:5][C:6]([CH3:9])([CH3:8])[CH:7]=[C:2]1[CH3:1]. The yield is 0.830.